Dataset: Peptide-MHC class I binding affinity with 185,985 pairs from IEDB/IMGT. Task: Regression. Given a peptide amino acid sequence and an MHC pseudo amino acid sequence, predict their binding affinity value. This is MHC class I binding data. (1) The peptide sequence is KLNDWDFVV. The MHC is HLA-A02:06 with pseudo-sequence HLA-A02:06. The binding affinity (normalized) is 0.649. (2) The peptide sequence is SVRDRLARL. The MHC is HLA-B53:01 with pseudo-sequence HLA-B53:01. The binding affinity (normalized) is 0. (3) The peptide sequence is ILIYNGWYA. The MHC is HLA-A68:01 with pseudo-sequence HLA-A68:01. The binding affinity (normalized) is 0.0893. (4) The peptide sequence is YERGNIIIF. The MHC is HLA-A26:03 with pseudo-sequence HLA-A26:03. The binding affinity (normalized) is 0.0847. (5) The peptide sequence is MPFDPSELV. The MHC is HLA-B27:03 with pseudo-sequence HLA-B27:03. The binding affinity (normalized) is 0.0847.